This data is from Blood-brain barrier permeability classification from the B3DB database. The task is: Regression/Classification. Given a drug SMILES string, predict its absorption, distribution, metabolism, or excretion properties. Task type varies by dataset: regression for continuous measurements (e.g., permeability, clearance, half-life) or binary classification for categorical outcomes (e.g., BBB penetration, CYP inhibition). Dataset: b3db_classification. (1) The drug is CN1CCOC(c2ccccc2)c2ccccc2C1. The result is 1 (penetrates BBB). (2) The molecule is CO[C@]12[C@H](COC(N)=O)C3=C(C(=O)C(C)=C(N)C3=O)N1C[C@@H]1N[C@@H]12. The result is 0 (does not penetrate BBB). (3) The drug is CCCCOc1ccc(C(=O)CCN2CCCCC2)cc1. The result is 0 (does not penetrate BBB).